From a dataset of Catalyst prediction with 721,799 reactions and 888 catalyst types from USPTO. Predict which catalyst facilitates the given reaction. (1) Reactant: [CH2:1]([O:8][CH2:9][CH2:10][C@H:11]1[CH2:15][O:14]C(C)(C)[O:12]1)[C:2]1[CH:7]=[CH:6][CH:5]=[CH:4][CH:3]=1.O.C1(C)C=CC(S(O)(=O)=O)=CC=1. Product: [CH2:1]([O:8][CH2:9][CH2:10][C@H:11]([OH:12])[CH2:15][OH:14])[C:2]1[CH:7]=[CH:6][CH:5]=[CH:4][CH:3]=1. The catalyst class is: 5. (2) Reactant: C[O:2][C:3]([C:5]1[CH:6]=[C:7]([C:16]2[CH:21]=[CH:20][CH:19]=[CH:18][C:17]=2[O:22][CH3:23])[CH:8]=[C:9]([N:11]2[CH:15]=[N:14][N:13]=[N:12]2)[CH:10]=1)=[O:4].[OH-].[Na+]. Product: [CH3:23][O:22][C:17]1[CH:18]=[CH:19][CH:20]=[CH:21][C:16]=1[C:7]1[CH:8]=[C:9]([N:11]2[CH:15]=[N:14][N:13]=[N:12]2)[CH:10]=[C:5]([C:3]([OH:4])=[O:2])[CH:6]=1. The catalyst class is: 5. (3) Reactant: [Cl:1]NC(=O)CCC(N)=O.CSC.[CH2:13]([O:20][C:21]1[C:26]([CH2:27]O)=[C:25]([CH2:29][CH3:30])[CH:24]=[C:23]([CH3:31])[N:22]=1)[C:14]1[CH:19]=[CH:18][CH:17]=[CH:16][CH:15]=1. Product: [CH2:13]([O:20][C:21]1[C:26]([CH2:27][Cl:1])=[C:25]([CH2:29][CH3:30])[CH:24]=[C:23]([CH3:31])[N:22]=1)[C:14]1[CH:19]=[CH:18][CH:17]=[CH:16][CH:15]=1. The catalyst class is: 614. (4) Reactant: [NH2:1][C:2]1[N:6]([C:7]2[CH:8]=[C:9]3[C:13](=[CH:14][CH:15]=2)[N:12]([C:16]([O:18][C:19]([CH3:22])([CH3:21])[CH3:20])=[O:17])[N:11]=[CH:10]3)[N:5]=[C:4]([CH:23]([CH3:25])[CH3:24])[CH:3]=1.[OH-].[Na+].Cl[C:29]([O:31][C:32]([CH3:34])=[CH2:33])=[O:30]. Product: [CH:23]([C:4]1[CH:3]=[C:2]([NH:1][C:29]([O:31][C:32]([CH3:34])=[CH2:33])=[O:30])[N:6]([C:7]2[CH:8]=[C:9]3[C:13](=[CH:14][CH:15]=2)[N:12]([C:16]([O:18][C:19]([CH3:20])([CH3:22])[CH3:21])=[O:17])[N:11]=[CH:10]3)[N:5]=1)([CH3:25])[CH3:24]. The catalyst class is: 25. (5) Reactant: [C:1]([O:5][C:6]([N:8]1[CH2:12][CH2:11][CH2:10][C@H:9]1[C@H:13]([O:19][CH3:20])[C@@H:14]([CH3:18])[C:15]([OH:17])=O)=[O:7])([CH3:4])([CH3:3])[CH3:2].C(N(C(C)C)CC)(C)C.[C:30]1([CH2:36][CH2:37][NH2:38])[CH:35]=[CH:34][CH:33]=[CH:32][CH:31]=1.CN(C(ON1N=NC2C=CC=NC1=2)=[N+](C)C)C.F[P-](F)(F)(F)(F)F. Product: [CH3:20][O:19][C@@H:13]([C@@H:9]1[CH2:10][CH2:11][CH2:12][N:8]1[C:6]([O:5][C:1]([CH3:2])([CH3:3])[CH3:4])=[O:7])[C@@H:14]([CH3:18])[C:15](=[O:17])[NH:38][CH2:37][CH2:36][C:30]1[CH:35]=[CH:34][CH:33]=[CH:32][CH:31]=1. The catalyst class is: 120.